Task: Regression. Given a peptide amino acid sequence and an MHC pseudo amino acid sequence, predict their binding affinity value. This is MHC class I binding data.. Dataset: Peptide-MHC class I binding affinity with 185,985 pairs from IEDB/IMGT (1) The peptide sequence is GYRWMCLRR. The MHC is HLA-A02:01 with pseudo-sequence HLA-A02:01. The binding affinity (normalized) is 0.0315. (2) The peptide sequence is RMPAVTDLV. The MHC is Mamu-A01 with pseudo-sequence Mamu-A01. The binding affinity (normalized) is 0.719.